From a dataset of Reaction yield outcomes from USPTO patents with 853,638 reactions. Predict the reaction yield, written as a fraction of the theoretical maximum amount of product (1.0 means a 100% yield; for example, 0.34 means a 34% yield). The reactants are [Cl:1][C:2]1[CH:3]=[CH:4][C:5]([N:15]2[CH:19]=[C:18]([Cl:20])[N:17]=[N:16]2)=[C:6]([C:8]2[N:13]=[CH:12][N:11]=[C:10]([OH:14])[CH:9]=2)[CH:7]=1.CN(C(ON1N=NC2C=CC=NC1=2)=[N+](C)C)C.F[P-](F)(F)(F)(F)F.C1CCN2C(=NCCC2)CC1.N[C@@H:57]1[C:73]2[CH:74]=[C:69]([CH:70]=[CH:71][CH:72]=2)[C:68]2[N:67]([CH:75]([F:77])[F:76])[N:66]=[CH:65][C:64]=2[NH:63][C:62](=[O:78])[C@H:61]([CH3:79])[CH2:60][CH2:59][CH2:58]1. The catalyst is C(#N)C.CN(C=O)C. The product is [Cl:1][C:2]1[CH:3]=[CH:4][C:5]([N:15]2[CH:19]=[C:18]([Cl:20])[N:17]=[N:16]2)=[C:6]([C:8]2[N:13]=[CH:12][N:11]([C@@H:57]3[C:73]4[CH:74]=[C:69]([CH:70]=[CH:71][CH:72]=4)[C:68]4[N:67]([CH:75]([F:77])[F:76])[N:66]=[CH:65][C:64]=4[NH:63][C:62](=[O:78])[C@H:61]([CH3:79])[CH2:60][CH2:59][CH2:58]3)[C:10](=[O:14])[CH:9]=2)[CH:7]=1. The yield is 0.224.